Dataset: Plasma protein binding rate (PPBR) regression data from AstraZeneca. Task: Regression/Classification. Given a drug SMILES string, predict its absorption, distribution, metabolism, or excretion properties. Task type varies by dataset: regression for continuous measurements (e.g., permeability, clearance, half-life) or binary classification for categorical outcomes (e.g., BBB penetration, CYP inhibition). For this dataset (ppbr_az), we predict Y. The drug is CNc1nc(C)c(-c2nc(Nc3cccc(N4CCNCC4)c3)ncc2C#N)s1. The Y is 86.0 %.